From a dataset of CYP1A2 inhibition data for predicting drug metabolism from PubChem BioAssay. Regression/Classification. Given a drug SMILES string, predict its absorption, distribution, metabolism, or excretion properties. Task type varies by dataset: regression for continuous measurements (e.g., permeability, clearance, half-life) or binary classification for categorical outcomes (e.g., BBB penetration, CYP inhibition). Dataset: cyp1a2_veith. (1) The molecule is Cc1cccc(C(=O)Nc2cccc(OC(=O)c3cccc(C)c3)c2)c1. The result is 1 (inhibitor). (2) The result is 1 (inhibitor). The molecule is CCOC(=O)c1oc2nc(CC(C)C)c3c(c2c1N)CCC3. (3) The compound is O=C(CN(c1ccccc1)S(=O)(=O)c1ccccc1)NCCSc1nc2ccccc2s1. The result is 0 (non-inhibitor). (4) The molecule is Cc1ccc(C(=O)Nc2cc3c(cc2Cl)OCCCO3)cc1. The result is 1 (inhibitor). (5) The result is 1 (inhibitor). The compound is COc1cc2c(cc1NC(=O)Nc1ccccc1)oc1ccccc12. (6) The drug is C[C@@H](C(=O)NCc1ccccc1)[C@H]1C[C@]1(C)[C@H](NC(=O)OCc1ccccc1)c1ccccc1. The result is 0 (non-inhibitor). (7) The compound is CCC(C)n1nnc2c(=O)oc3ccccc3c21. The result is 1 (inhibitor). (8) The drug is COc1ncc2nc(-c3ccccc3)c(=O)n(CCc3ccccc3)c2n1. The result is 1 (inhibitor). (9) The compound is COc1ccc(/C=C2\NC(=S)N(CC3CCCO3)C2=O)c(OC)c1. The result is 1 (inhibitor).